From a dataset of Experimentally validated miRNA-target interactions with 360,000+ pairs, plus equal number of negative samples. Binary Classification. Given a miRNA mature sequence and a target amino acid sequence, predict their likelihood of interaction. (1) The miRNA is hsa-miR-520d-3p with sequence AAAGUGCUUCUCUUUGGUGGGU. The protein sequence of the target gene is MEYFMVPTQKVPSLQHFRKTEKEVIGGLCSLANIPLTPETQRDQERRIRREIANSNERRRMQSINAGFQSLKTLIPHTDGEKLSKAAILQQTAEYIFSLEQEKTRLLQQNTQLKRFIQELSGSSPKRRRAEDKDEGIGSPDIWEDEKAEDLRREMIELRQQLDKERSVRMMLEEQVRSLEAHMYPEKLKVIAQQVQLQQQQEQVRLLHQEKLEREQQQLRTQLLPPPAPTHHPTVIVPAPPPPPSHHINVVTMGPSSVINSVSTSRQNLDTIVQAIQHIEGTQEKQELEEEQRRAVIVKP.... Result: 1 (interaction). (2) The protein sequence of the target gene is MAEEGNQEFTSKMENSSDSASTSPDAPQPSENPPSPPTSPAAPQTSENPPSPPTSPAVPQTRENPPSPPTSPAAPQPRENPPSPPTSPAAPQPRENPPSPPTSPAAPQPRENPPSPHSNSSGKQPLSGTPKERLKKARSSSHSFCSVVKRMKVENDENNETLSEPGESSKEENCSKAQESLKNKDSEPGEKSSEEKNTCESKSSDTGSSNALPKESENAIIREKLKQEKIRLIRQVEEKEDLLRRLKLVKMYRIKNDVTELENLIKKWRKCGQRLLCELQSIMSEDEDEKLTLTELIDFY.... The miRNA is hsa-miR-20a-5p with sequence UAAAGUGCUUAUAGUGCAGGUAG. Result: 0 (no interaction). (3) The miRNA is hsa-miR-6783-3p with sequence UUCCUGGGCUUCUCCUCUGUAG. The protein sequence of the target gene is MAVAPLRGALLLWQLLAAGGAALEIGRFDPERGRGAAPCQAVEIPMCRGIGYNLTRMPNLLGHTSQGEAAAELAEFAPLVQYGCHSHLRFFLCSLYAPMCTDQVSTPIPACRPMCEQARLRCAPIMEQFNFGWPDSLDCARLPTRNDPHALCMEAPENATAGPAEPHKGLGMLPVAPRPARPPGDLGPGAGGSGTCENPEKFQYVEKSRSCAPRCGPGVEVFWSRRDKDFALVWMAVWSALCFFSTAFTVLTFLLEPHRFQYPERPIIFLSMCYNVYSLAFLIRAVAGAQSVACDQEAGA.... Result: 0 (no interaction). (4) The miRNA is hsa-miR-214-3p with sequence ACAGCAGGCACAGACAGGCAGU. The protein sequence of the target gene is MEEECRVLSIQSHVIRGYVGNRAATFPLQVLGFEIDAVNSVQFSNHTGYAHWKGQVLNSDELQELYEGLRLNNMNKYDYVLTGYTRDKSFLAMVVDIVQELKQQNPRLVYVCDPVLGDKWDGEGSMYVPEDLLPVYKEKVVPLADIITPNQFEAELLSGRKIHSQEEALRVMDMLHSMGPDTVVITSSDLPSPQGSNYLIVLGSQRRRNPAGSVVMERIRMDIRKVDAVFVGTGDLFAAMLLAWTHKHPNNLKVACEKTVSTLHHVLQRTIQCAKAQAGEGVRPSPMQLELRMVQSKRDI.... Result: 1 (interaction).